Task: Multi-output Regression. Predict 5 antibody developability metrics.. Dataset: TAP: 5 developability metrics (CDR length, charge patches, hydrophobicity) (1) The antibody is ["['QVQLQESGPGLVKPSQTLSLTCTVSDYSITSDYAWNWIRQFPGKGLEWMGYISYSGSTSYNPSLKSRITISRDTSKNQFSLQLNSVTAADTAVYYCASFDYAHAMDYWGQGTTVTVSS'\\n 'DIVLTQSPAFLSVTPGEKVTFTCQASQSIGTSIHWYQQKTDQAPKLLIKYASESISGIPSRFSGSGSGTDFTLTISSVEAEDAADYYCQQINSWPTTFGGGTKLEIK']"]. Developability metrics: CDR_Length=45.0, PSH=108, PPC=0.00390, PNC=0.304, SFvCSP=-0.200. (2) The antibody is ["['EVQLVQSGGGLVKPGGSLRLSCAASGFTFSSYSMNWVRQAPGKGLEWVSSISSSSSYIYYADSVKGRFTISRDNAKNSLYLQMNSLRAEDTAVYYCARVTDAFDIWGQGTMVTVSS'\\n 'DIQMTQSPSSVSASIGDRVTITCRASQGIDNWLGWYQQKPGKAPKLLIYDASNLDTGVPSRFSGSGSGTYFTLTISSLQAEDFAVYFCQQAKAFPPTFGGGTKVDIK']"]. Developability metrics: CDR_Length=43.0, PSH=119, PPC=0, PNC=0.357, SFvCSP=4.00. (3) The antibody is ["['EVQLLQSGPELEKPGASVMISCKASGSSFTGYNMNWVRQNIGKSLEWIGAIDPYYGGTSYNQKFKGRATLTVDKSSSTAYMHLKSLTSEDSAVYYCVSGMEYWGQGTSVTVSS'\\n 'EIVMTQSPATLSVSPGERATLSCRSSQSLVHRNGNTYLHWYLQKPGQSPKLLIHKVSNRFSGVPDRFSGSGSGTDFTLKISRVEAEDLGVYFCSQSTHVPPLTFGAGTKLELK']"]. Developability metrics: CDR_Length=46.0, PSH=141, PPC=0.321, PNC=0, SFvCSP=5.83. (4) The antibody is ["['QVQLVESGGGVVQPGRSLRLSCAASGFAFSSYGMHWVRQAPGKGLEWVAVIWFDGTKKYYTDSVKGRFTISRDNSKNTLYLQMNTLRAEDTAVYYCARDRGIGARRGPYYMDVWGKGTTVTVSS'\\n 'DIQMTQSPSSLSASVGDRVTITCRASQSISSYLNWYQQKPGKAPKLLIYAASSLQSGVPSRFSGSGSGTDFTLTISSLQPEDFATYYCQQSYSTPLTFGGGTKVEIK']"]. Developability metrics: CDR_Length=51.0, PSH=127, PPC=2.67, PNC=0, SFvCSP=27.0. (5) The antibody is ["['EVQLVESGGGLVQPGGSLRLSCAASGYTFIDYYMNWVRQAPGKGLEWVGDINLDNSGTHYNQKFKGRFTISRDKSKNTAYLQMNSLRAEDTAVYYCAREGVYHDYDDYAMDYWGQGTLVTVSS'\\n 'DIQMTQSPSSLSASVGDRVTITCRTSQSLVHINAITYLHWYQQKPGKAPKLLIYRVSNRFSGVPSRFSGSGSGTDFTLTISSLQPEDFATYYCGQSTHVPLTFGQGTKVEIK']"]. Developability metrics: CDR_Length=55.0, PSH=136, PPC=0.168, PNC=0.405, SFvCSP=6.24.